This data is from Forward reaction prediction with 1.9M reactions from USPTO patents (1976-2016). The task is: Predict the product of the given reaction. (1) Given the reactants [CH3:1][O:2][C:3]1[CH:8]=[CH:7][C:6]([C:9]2[C:17]3[C:12](=[C:13]([C:18]([F:21])([F:20])[F:19])[CH:14]=[CH:15][CH:16]=3)[NH:11][N:10]=2)=[CH:5][CH:4]=1.[H-].[Na+].I[CH2:25][CH2:26][CH2:27][CH2:28][CH3:29], predict the reaction product. The product is: [CH3:1][O:2][C:3]1[CH:4]=[CH:5][C:6]([C:9]2[C:17]3[C:12](=[C:13]([C:18]([F:21])([F:19])[F:20])[CH:14]=[CH:15][CH:16]=3)[N:11]([CH2:25][CH2:26][CH2:27][CH2:28][CH3:29])[N:10]=2)=[CH:7][CH:8]=1. (2) Given the reactants [OH:1][C:2]1[CH:3]=[C:4]([CH:8]=[CH:9][C:10]=1[CH3:11])[C:5](O)=[O:6].[C:12](=O)([O-])[O-].[K+].[K+].CI.O.CN(C)[CH:23]=[O:24], predict the reaction product. The product is: [CH3:12][O:1][C:2]1[CH:3]=[C:4]([CH:8]=[CH:9][C:10]=1[CH3:11])[C:5]([O:24][CH3:23])=[O:6]. (3) Given the reactants [F:1][CH:2]1[CH:7]([C:8]2[CH:13]=[CH:12][N:11]=[CH:10][C:9]=2[N+:14]([O-:16])=[O:15])[O:6][CH:5]([CH3:17])[C:4]([OH:19])([CH3:18])[C:3]1=[O:20].[BH4-].[Na+].O, predict the reaction product. The product is: [F:1][CH:2]1[CH:7]([C:8]2[CH:13]=[CH:12][N:11]=[CH:10][C:9]=2[N+:14]([O-:16])=[O:15])[O:6][CH:5]([CH3:17])[C:4]([CH3:18])([OH:19])[CH:3]1[OH:20]. (4) Given the reactants [CH3:1][O:2][C:3]1[CH:4]=[C:5]([NH2:14])[C:6](=[CH:10][C:11]=1[O:12][CH3:13])[C:7](O)=[O:8].C([O-])([O-])OC.C([O-])(=O)C.[NH4+:24].[CH3:25]O, predict the reaction product. The product is: [CH3:13][O:12][C:11]1[CH:10]=[C:6]2[C:5](=[CH:4][C:3]=1[O:2][CH3:1])[N:14]=[CH:25][NH:24][C:7]2=[O:8]. (5) Given the reactants [CH:1]([S:4]([C:7]1[CH:12]=[CH:11][C:10](B(O)O)=[CH:9][CH:8]=1)(=[O:6])=[O:5])([CH3:3])[CH3:2].[C:16]([O:20][C:21]([N:23]([C:55]([O:57][C:58]([CH3:61])([CH3:60])[CH3:59])=[O:56])[C:24]1[C:25]([C:31]2[O:35][N:34]=[C:33]([C:36]3[CH:41]=[CH:40][C:39]([C@@H:42]4[CH2:47][O:46][CH2:45][CH2:44][N:43]4[C:48]([O:50][C:51]([CH3:54])([CH3:53])[CH3:52])=[O:49])=[CH:38][CH:37]=3)[CH:32]=2)=[N:26][C:27](Br)=[CH:28][N:29]=1)=[O:22])([CH3:19])([CH3:18])[CH3:17].C([O-])([O-])=O.[Na+].[Na+].O, predict the reaction product. The product is: [C:58]([O:57][C:55]([N:23]([C:21]([O:20][C:16]([CH3:19])([CH3:18])[CH3:17])=[O:22])[C:24]1[C:25]([C:31]2[O:35][N:34]=[C:33]([C:36]3[CH:41]=[CH:40][C:39]([C@@H:42]4[CH2:47][O:46][CH2:45][CH2:44][N:43]4[C:48]([O:50][C:51]([CH3:53])([CH3:52])[CH3:54])=[O:49])=[CH:38][CH:37]=3)[CH:32]=2)=[N:26][C:27]([C:10]2[CH:11]=[CH:12][C:7]([S:4]([CH:1]([CH3:3])[CH3:2])(=[O:6])=[O:5])=[CH:8][CH:9]=2)=[CH:28][N:29]=1)=[O:56])([CH3:61])([CH3:59])[CH3:60]. (6) Given the reactants [Br:1][C:2]1[N:3]=[C:4]([C:7]([C:10]2[CH:19]=[CH:18][C:13]3[NH:14][C:15](=[O:17])[S:16][C:12]=3[CH:11]=2)(O)[CH3:8])[S:5][CH:6]=1.C([SiH](CC)CC)C, predict the reaction product. The product is: [Br:1][C:2]1[N:3]=[C:4]([CH:7]([C:10]2[CH:19]=[CH:18][C:13]3[NH:14][C:15](=[O:17])[S:16][C:12]=3[CH:11]=2)[CH3:8])[S:5][CH:6]=1. (7) The product is: [OH:31][C:28]([C:24]1[CH:23]=[CH:22][C:21]([NH:1][C:2]2[S:6][C:5]([C:7]3[CH:8]=[CH:9][C:10]([C:13]([OH:16])([CH3:15])[CH3:14])=[CH:11][CH:12]=3)=[N:4][C:3]=2[C:17]([NH2:19])=[O:18])=[N:26][C:25]=1[CH3:27])([CH3:30])[CH3:29]. Given the reactants [NH2:1][C:2]1[S:6][C:5]([C:7]2[CH:12]=[CH:11][C:10]([C:13]([OH:16])([CH3:15])[CH3:14])=[CH:9][CH:8]=2)=[N:4][C:3]=1[C:17]([NH2:19])=[O:18].Cl[C:21]1[N:26]=[C:25]([CH3:27])[C:24]([C:28]([OH:31])([CH3:30])[CH3:29])=[CH:23][CH:22]=1.CC(C1C=C(C(C)C)C(C2C=CC=CC=2P(C2CCCCC2)C2CCCCC2)=C(C(C)C)C=1)C.C(=O)([O-])[O-].[K+].[K+].C(O)(CC)(C)C, predict the reaction product.